This data is from Full USPTO retrosynthesis dataset with 1.9M reactions from patents (1976-2016). The task is: Predict the reactants needed to synthesize the given product. (1) Given the product [Cl:17][C:14]1[CH:15]=[CH:16][C:9]2[C:8](=[C:18]3[CH2:19][CH2:20][N:21]([C:24](=[O:32])[CH2:25][C:26]4[CH:27]=[N:28][CH:29]=[CH:30][CH:31]=4)[CH2:22][CH2:23]3)[C:4]3=[N:5][CH:6]=[CH:7][C:2]([S:37][CH2:36][C:35]([O:39][CH3:40])=[O:38])=[C:3]3[CH2:12][CH2:11][C:10]=2[CH:13]=1, predict the reactants needed to synthesize it. The reactants are: Cl[C:2]1[CH:7]=[CH:6][N:5]=[C:4]2[C:8](=[C:18]3[CH2:23][CH2:22][N:21]([C:24](=[O:32])[CH2:25][C:26]4[CH:27]=[N:28][CH:29]=[CH:30][CH:31]=4)[CH2:20][CH2:19]3)[C:9]3[CH:16]=[CH:15][C:14]([Cl:17])=[CH:13][C:10]=3[CH2:11][CH2:12][C:3]=12.[H-].[Na+].[C:35]([O:39][CH3:40])(=[O:38])[CH2:36][SH:37].CN(C=O)C. (2) Given the product [CH2:9]([C@H:16]1[CH2:20][N:19]([C:6](=[O:8])[CH2:5][CH2:4][O:3][CH3:2])[C@H:18]([C:21]([NH:23][C:24]2[CH:29]=[CH:28][C:27]([O:30][C:31]3[CH:32]=[CH:33][C:34]([F:37])=[CH:35][CH:36]=3)=[CH:26][CH:25]=2)=[O:22])[CH2:17]1)[C:10]1[CH:11]=[CH:12][CH:13]=[CH:14][CH:15]=1, predict the reactants needed to synthesize it. The reactants are: Cl.[CH3:2][O:3][CH2:4][CH2:5][C:6]([OH:8])=O.[CH2:9]([C@H:16]1[CH2:20][NH:19][C@H:18]([C:21]([NH:23][C:24]2[CH:29]=[CH:28][C:27]([O:30][C:31]3[CH:36]=[CH:35][C:34]([F:37])=[CH:33][CH:32]=3)=[CH:26][CH:25]=2)=[O:22])[CH2:17]1)[C:10]1[CH:15]=[CH:14][CH:13]=[CH:12][CH:11]=1. (3) Given the product [OH:42][C@@H:41]([CH3:43])[C:40]([N:37]1[CH2:36][CH2:35][CH:34]([O:33][C:31]2[CH:30]=[C:27]([CH:26]=[C:25]([C:4]3[N:5]=[C:6]([NH:8][C:9]4[CH:10]=[CH:11][C:12]([N:15]5[CH2:16][CH2:17][N:18]([CH:21]6[CH2:22][O:23][CH2:24]6)[CH2:19][CH2:20]5)=[CH:13][CH:14]=4)[N:7]=[CH:2][N:3]=3)[CH:32]=2)[C:28]#[N:29])[CH2:39][CH2:38]1)=[O:44], predict the reactants needed to synthesize it. The reactants are: Cl[C:2]1[N:7]=[C:6]([NH:8][C:9]2[CH:14]=[CH:13][C:12]([N:15]3[CH2:20][CH2:19][N:18]([CH:21]4[CH2:24][O:23][CH2:22]4)[CH2:17][CH2:16]3)=[CH:11][CH:10]=2)[N:5]=[C:4]([C:25]2[CH:26]=[C:27]([CH:30]=[C:31]([O:33][CH:34]3[CH2:39][CH2:38][NH:37][CH2:36][CH2:35]3)[CH:32]=2)[C:28]#[N:29])[N:3]=1.[C:40](O)(=[O:44])[C@H:41]([CH3:43])[OH:42].CN(C(ON1N=NC2C=CC=NC1=2)=[N+](C)C)C.F[P-](F)(F)(F)(F)F.CCN(C(C)C)C(C)C. (4) The reactants are: [Cl:1][C:2]1[N:7]=[C:6](Cl)[C:5]([CH:9]([NH:11][C:12]2[CH:17]=[CH:16][C:15]([O:18][CH3:19])=[CH:14][C:13]=2[F:20])[CH3:10])=[CH:4][N:3]=1.[C:21]1([N:27]=[C:28]=[O:29])[CH:26]=[CH:25][CH:24]=[CH:23][CH:22]=1. Given the product [Cl:1][C:2]1[N:7]=[CH:6][C:5]([CH:9]([N:11]([C:12]2[CH:17]=[CH:16][C:15]([O:18][CH3:19])=[CH:14][C:13]=2[F:20])[C:28]([NH:27][C:21]2[CH:26]=[CH:25][CH:24]=[CH:23][CH:22]=2)=[O:29])[CH3:10])=[CH:4][N:3]=1, predict the reactants needed to synthesize it. (5) Given the product [Br:1][C:2]1[CH:3]=[C:4]([F:11])[C:5]2[CH2:9][O:10][CH:14]([CH2:13][Br:12])[O:8][C:6]=2[CH:7]=1, predict the reactants needed to synthesize it. The reactants are: [Br:1][C:2]1[CH:3]=[C:4]([F:11])[C:5]([CH2:9][OH:10])=[C:6]([OH:8])[CH:7]=1.[Br:12][CH2:13][CH:14](OC)OC.OS(O)(=O)=O. (6) Given the product [ClH:36].[NH2:28][C@@H:23]1[CH2:22][CH2:21][CH2:20][C:19]2[C:18]([C:15]3[S:14][C:13]([C:5]4[CH:6]=[CH:7][C:8]([O:9][CH:10]([CH3:12])[CH3:11])=[C:3]([CH:4]=4)[C:1]#[N:2])=[N:17][CH:16]=3)=[CH:27][CH:26]=[CH:25][C:24]1=2, predict the reactants needed to synthesize it. The reactants are: [C:1]([C:3]1[CH:4]=[C:5]([C:13]2[S:14][C:15]([C:18]3[CH:27]=[CH:26][CH:25]=[C:24]4[C:19]=3[CH2:20][CH2:21][CH2:22][C@H:23]4[NH:28]C(=O)OC(C)(C)C)=[CH:16][N:17]=2)[CH:6]=[CH:7][C:8]=1[O:9][CH:10]([CH3:12])[CH3:11])#[N:2].[ClH:36]. (7) Given the product [F:18][C:17]1[C:12]([NH:11][C@@H:7]2[CH2:8][CH2:9][CH2:10][N:5]([C:1](=[O:4])[CH:2]=[CH2:3])[CH2:6]2)=[N:13][C:14]([NH:19][C:20]2[CH:21]=[C:22]3[C:27](=[CH:28][CH:29]=2)[CH2:26][N:25]([CH2:47][CH:45]2[CH2:46][O:43][CH2:44]2)[CH2:24][CH2:23]3)=[N:15][CH:16]=1, predict the reactants needed to synthesize it. The reactants are: [C:1]([N:5]1[CH2:10][CH2:9][CH2:8][C@@H:7]([NH:11][C:12]2[C:17]([F:18])=[CH:16][N:15]=[C:14]([NH:19][C:20]3[CH:21]=[C:22]4[C:27](=[CH:28][CH:29]=3)[CH2:26][N:25](C(OC(C)(C)C)=O)[CH2:24][CH2:23]4)[N:13]=2)[CH2:6]1)(=[O:4])[CH:2]=[CH2:3].C([O-])([O-])=O.[K+].[K+].[O:43]1[CH2:46][CH:45]([CH2:47]OS(C2C=CC(C)=CC=2)(=O)=O)[CH2:44]1.